Dataset: Forward reaction prediction with 1.9M reactions from USPTO patents (1976-2016). Task: Predict the product of the given reaction. (1) Given the reactants [N+:1]([C:4]1[CH:13]=[CH:12][CH:11]=[C:10]2[C:5]=1[CH:6]=[CH:7][CH:8]=[N:9]2)([O-])=O.[C:14](O)(=[O:16])[CH3:15], predict the reaction product. The product is: [NH:9]1[C:10]2[C:5](=[C:4]([NH:1][C:14](=[O:16])[CH3:15])[CH:13]=[CH:12][CH:11]=2)[CH2:6][CH2:7][CH2:8]1. (2) Given the reactants [C:1]1([C:7]#[C:8][C:9]([NH2:11])=[O:10])[CH:6]=[CH:5][CH:4]=[CH:3][CH:2]=1.[NH2:12][C:13]1[CH:18]=[CH:17][CH:16]=[CH:15][CH:14]=1.C1C=CC(P([C:45]2[C:46](C3C(P(C4C=CC=CC=4)C4C=CC=CC=4)=C[CH:49]=[C:48]4[C:43]=3[CH:44]=[CH:45][CH:46]=[CH:47]4)=[C:47]3[C:48]([CH:49]=CC=C3)=[CH:43][CH:44]=2)C2C=CC=CC=2)=CC=1.[C:65](=[O:68])([O-])[O-].[Cs+].[Cs+], predict the reaction product. The product is: [CH:13]1([NH:12][C:65](=[O:68])[CH:49]([N:11]2[C:6]3[C:1](=[CH:2][CH:3]=[CH:4][CH:5]=3)/[C:8](=[C:7](\[C:1]3[CH:6]=[CH:5][CH:4]=[CH:3][CH:2]=3)/[NH:12][C:13]3[CH:18]=[CH:17][CH:16]=[CH:15][CH:14]=3)/[C:9]2=[O:10])[C:48]2[CH:43]=[CH:44][CH:45]=[CH:46][CH:47]=2)[CH2:18][CH2:17][CH2:16][CH2:15][CH2:14]1. (3) Given the reactants C([O-])(=O)C.[Na+].Cl.[NH2:7]O.[C:9]1(=O)[CH:12]2[CH2:13][C:14]3[CH:15]=[CH:16][CH:17]=[CH:18][C:19]=3[CH:11]2[CH2:10]1, predict the reaction product. The product is: [CH2:9]1[NH:7][CH2:10][CH:11]2[C:19]3[CH:18]=[CH:17][CH:16]=[CH:15][C:14]=3[CH2:13][CH:12]12. (4) Given the reactants [CH3:1][O:2][C:3]1[CH:8]=[CH:7][CH:6]=[CH:5][C:4]=1[N:9]1[CH2:14][CH2:13][NH:12][CH2:11][CH2:10]1.Br[CH2:16][CH2:17][CH2:18][CH2:19][N:20]1[C:24](=[O:25])[C:23]2=[CH:26][CH:27]=[CH:28][CH:29]=[C:22]2[C:21]1=[O:30].C([O-])([O-])=O.[K+].[K+], predict the reaction product. The product is: [CH3:1][O:2][C:3]1[CH:8]=[CH:7][CH:6]=[CH:5][C:4]=1[N:9]1[CH2:14][CH2:13][N:12]([CH2:16][CH2:17][CH2:18][CH2:19][N:20]2[C:24](=[O:25])[C:23]3[C:22](=[CH:29][CH:28]=[CH:27][CH:26]=3)[C:21]2=[O:30])[CH2:11][CH2:10]1. (5) Given the reactants [Br:1][C:2]1[C:6]2[N:7]=[C:8]([C:17]3[C:22]([F:23])=[CH:21][CH:20]=[CH:19][C:18]=3[F:24])[C:9]3[CH:10]=[C:11]([C:15]#[N:16])[CH:12]=[CH:13][C:14]=3[C:5]=2[NH:4][N:3]=1.[CH3:25][Si:26]([CH3:33])([CH3:32])[CH2:27][CH2:28][O:29][CH2:30]Cl, predict the reaction product. The product is: [Br:1][C:2]1[C:6]2[N:7]=[C:8]([C:17]3[C:22]([F:23])=[CH:21][CH:20]=[CH:19][C:18]=3[F:24])[C:9]3[CH:10]=[C:11]([C:15]#[N:16])[CH:12]=[CH:13][C:14]=3[C:5]=2[N:4]([CH2:30][O:29][CH2:28][CH2:27][Si:26]([CH3:33])([CH3:32])[CH3:25])[N:3]=1. (6) Given the reactants [NH2:1][C:2]1[CH:7]=[CH:6][C:5]([C:8]2[CH:13]([CH3:14])[S:12][C:11](=[O:15])[NH:10][N:9]=2)=[CH:4][C:3]=1[N+:16]([O-])=O, predict the reaction product. The product is: [NH2:16][C:3]1[CH:4]=[C:5]([C:8]2[CH:13]([CH3:14])[S:12][C:11](=[O:15])[NH:10][N:9]=2)[CH:6]=[CH:7][C:2]=1[NH2:1]. (7) Given the reactants C[O:2][C:3](=[O:47])[CH2:4][CH:5]1[CH2:10][CH2:9][N:8]([C:11]([N:13]2[C@@:17]([C:19]3[CH:24]=[CH:23][C:22]([Cl:25])=[CH:21][CH:20]=3)([CH3:18])[C@@:16]([C:27]3[CH:32]=[CH:31][C:30]([Cl:33])=[CH:29][CH:28]=3)([CH3:26])[N:15]=[C:14]2[C:34]2[CH:35]=[N:36][C:37]([C:43]([CH3:46])([CH3:45])[CH3:44])=[CH:38][C:39]=2[O:40][CH2:41][CH3:42])=[O:12])[CH2:7][CH2:6]1.[OH-].[Li+], predict the reaction product. The product is: [C:43]([C:37]1[N:36]=[CH:35][C:34]([C:14]2[N:13]([C:11]([N:8]3[CH2:7][CH2:6][CH:5]([CH2:4][C:3]([OH:47])=[O:2])[CH2:10][CH2:9]3)=[O:12])[C@@:17]([C:19]3[CH:24]=[CH:23][C:22]([Cl:25])=[CH:21][CH:20]=3)([CH3:18])[C@@:16]([C:27]3[CH:32]=[CH:31][C:30]([Cl:33])=[CH:29][CH:28]=3)([CH3:26])[N:15]=2)=[C:39]([O:40][CH2:41][CH3:42])[CH:38]=1)([CH3:44])([CH3:45])[CH3:46].